Dataset: Catalyst prediction with 721,799 reactions and 888 catalyst types from USPTO. Task: Predict which catalyst facilitates the given reaction. Reactant: CS(O[CH2:6][CH:7]1[CH2:12][CH:11]2[N:13]([C:14]([O:16][C:17]([CH3:20])([CH3:19])[CH3:18])=[O:15])[CH:8]1[CH2:9][CH2:10]2)(=O)=O.[N-:21]=[N+:22]=[N-:23].[Na+].O. Product: [N:21]([CH2:6][CH:7]1[CH2:12][CH:11]2[N:13]([C:14]([O:16][C:17]([CH3:20])([CH3:19])[CH3:18])=[O:15])[CH:8]1[CH2:9][CH2:10]2)=[N+:22]=[N-:23]. The catalyst class is: 3.